From a dataset of NCI-60 drug combinations with 297,098 pairs across 59 cell lines. Regression. Given two drug SMILES strings and cell line genomic features, predict the synergy score measuring deviation from expected non-interaction effect. (1) Drug 1: CC1C(C(CC(O1)OC2CC(CC3=C2C(=C4C(=C3O)C(=O)C5=C(C4=O)C(=CC=C5)OC)O)(C(=O)C)O)N)O.Cl. Drug 2: C1=C(C(=O)NC(=O)N1)N(CCCl)CCCl. Cell line: HOP-92. Synergy scores: CSS=35.2, Synergy_ZIP=-7.16, Synergy_Bliss=1.28, Synergy_Loewe=4.69, Synergy_HSA=5.09. (2) Drug 1: C1CCN(CC1)CCOC2=CC=C(C=C2)C(=O)C3=C(SC4=C3C=CC(=C4)O)C5=CC=C(C=C5)O. Drug 2: C1=CC(=CC=C1CCC2=CNC3=C2C(=O)NC(=N3)N)C(=O)NC(CCC(=O)O)C(=O)O. Cell line: UACC62. Synergy scores: CSS=11.6, Synergy_ZIP=-1.05, Synergy_Bliss=3.00, Synergy_Loewe=0.773, Synergy_HSA=3.22. (3) Drug 1: CN(CC1=CN=C2C(=N1)C(=NC(=N2)N)N)C3=CC=C(C=C3)C(=O)NC(CCC(=O)O)C(=O)O. Drug 2: C1C(C(OC1N2C=C(C(=O)NC2=O)F)CO)O. Cell line: MDA-MB-231. Synergy scores: CSS=-0.0945, Synergy_ZIP=-0.638, Synergy_Bliss=1.18, Synergy_Loewe=-10.5, Synergy_HSA=-4.78. (4) Drug 1: C1=CC(=CC=C1C#N)C(C2=CC=C(C=C2)C#N)N3C=NC=N3. Drug 2: C1CNP(=O)(OC1)N(CCCl)CCCl. Cell line: UO-31. Synergy scores: CSS=-0.908, Synergy_ZIP=0.758, Synergy_Bliss=-2.22, Synergy_Loewe=-0.141, Synergy_HSA=-4.42. (5) Drug 1: CC1C(C(CC(O1)OC2CC(CC3=C2C(=C4C(=C3O)C(=O)C5=C(C4=O)C(=CC=C5)OC)O)(C(=O)C)O)N)O.Cl. Drug 2: C1=NC2=C(N1)C(=S)N=C(N2)N. Cell line: SR. Synergy scores: CSS=87.5, Synergy_ZIP=2.60, Synergy_Bliss=3.04, Synergy_Loewe=2.39, Synergy_HSA=4.81.